Task: Predict the reaction yield, written as a fraction of the theoretical maximum amount of product (1.0 means a 100% yield; for example, 0.34 means a 34% yield).. Dataset: Reaction yield outcomes from USPTO patents with 853,638 reactions (1) The reactants are O[CH2:2][C:3]1[CH:12]=[N:11][C:10]2[N:9]3[CH2:13][CH2:14][CH2:15][CH2:16][CH:8]3[C:7](=[O:17])[NH:6][C:5]=2[CH:4]=1.[I-].C(C[P+](C)(C)C)#N.C(N(C(C)C)C(C)C)C.Cl.[Cl:36][C:37]1[CH:42]=[CH:41][C:40]([C:43]2[CH2:44][CH2:45][NH:46][CH2:47][CH:48]=2)=[CH:39][CH:38]=1. The catalyst is C(#N)CC.O. The product is [Cl:36][C:37]1[CH:42]=[CH:41][C:40]([C:43]2[CH2:48][CH2:47][N:46]([CH2:2][C:3]3[CH:12]=[N:11][C:10]4[N:9]5[CH2:13][CH2:14][CH2:15][CH2:16][CH:8]5[C:7](=[O:17])[NH:6][C:5]=4[CH:4]=3)[CH2:45][CH:44]=2)=[CH:39][CH:38]=1. The yield is 0.180. (2) The reactants are S(Cl)(Cl)=O.O[CH2:6][C:7]1[O:11][N:10]=[C:9]([C:12]([OH:14])=O)[CH:8]=1.[ClH:15].[Cl:16][C:17]1[CH:18]=[C:19]2[C:23](=[CH:24][CH:25]=1)[NH:22][CH:21]=[C:20]2[CH2:26][CH2:27][NH2:28].C(N(CC)CC)C. The catalyst is ClCCl. The product is [Cl:16][C:17]1[CH:18]=[C:19]2[C:23](=[CH:24][CH:25]=1)[NH:22][CH:21]=[C:20]2[CH2:26][CH2:27][NH:28][C:12]([C:9]1[CH:8]=[C:7]([CH2:6][Cl:15])[O:11][N:10]=1)=[O:14]. The yield is 0.220. (3) The reactants are Cl.[NH:2]([C:4]1[CH:5]=[N:6][CH:7]=[CH:8][CH:9]=1)[NH2:3].[F:10][C:11]([F:18])([CH3:17])[C:12](=O)[CH2:13][C:14]#[N:15]. No catalyst specified. The product is [F:10][C:11]([C:12]1[CH:13]=[C:14]([NH2:15])[N:2]([C:4]2[CH:5]=[N:6][CH:7]=[CH:8][CH:9]=2)[N:3]=1)([F:18])[CH3:17]. The yield is 0.0900. (4) The reactants are [Cl:1][C:2]1[CH:7]=[CH:6][C:5]([C:8]2[CH:16]=[CH:15][CH:14]=[C:13]3[C:9]=2[CH:10]=[CH:11][NH:12]3)=[CH:4][CH:3]=1.[Br-].[Br-].[Br-].[NH+]1C=CC=CC=1.[NH+]1C=CC=CC=1.[NH+]1C=CC=CC=1.C(O)(=[O:40])C. The catalyst is CC(O)(C)C.C(O)C.C(O)(=O)C.[Zn]. The product is [Cl:1][C:2]1[CH:3]=[CH:4][C:5]([C:8]2[CH:16]=[CH:15][CH:14]=[C:13]3[C:9]=2[CH2:10][C:11](=[O:40])[NH:12]3)=[CH:6][CH:7]=1. The yield is 0.940. (5) The yield is 0.590. The reactants are [O:1]=[C:2]1[N:11]([CH2:12][C:13]2[S:14][CH:15]=[CH:16][CH:17]=2)[C:10](=[O:18])[C:9]2[C:4](=[CH:5][CH:6]=[C:7]([C:19]([OH:21])=O)[CH:8]=2)[NH:3]1.[CH2:22]([NH2:32])[C:23]1[CH:31]=[CH:30][C:29]2[O:28][CH2:27][O:26][C:25]=2[CH:24]=1.C(Cl)Cl.CO.CS(C)=O. The product is [O:28]1[C:29]2[CH:30]=[CH:31][C:23]([CH2:22][NH:32][C:19]([C:7]3[CH:8]=[C:9]4[C:4](=[CH:5][CH:6]=3)[NH:3][C:2](=[O:1])[N:11]([CH2:12][C:13]3[S:14][CH:15]=[CH:16][CH:17]=3)[C:10]4=[O:18])=[O:21])=[CH:24][C:25]=2[O:26][CH2:27]1. The catalyst is ClCCl.